Dataset: Full USPTO retrosynthesis dataset with 1.9M reactions from patents (1976-2016). Task: Predict the reactants needed to synthesize the given product. Given the product [NH2:6][CH2:5][C:4]1[CH:3]=[C:2]([Cl:1])[C:9]([NH:10][C:12](=[O:15])[CH2:23][N:24]([CH3:26])[CH3:25])=[C:8]([Cl:11])[CH:7]=1, predict the reactants needed to synthesize it. The reactants are: [Cl:1][C:2]1[CH:3]=[C:4]([CH:7]=[C:8]([Cl:11])[C:9]=1[NH2:10])[CH2:5][NH2:6].[C:12]([O-:15])([O-])=O.[K+].[K+].Cl.CNC.O.[CH3:23][N:24]([CH:26]=O)[CH3:25].